This data is from Forward reaction prediction with 1.9M reactions from USPTO patents (1976-2016). The task is: Predict the product of the given reaction. (1) Given the reactants C([N-]C(C)C)(C)C.[Li+].C([Li])CCC.C(NC(C)C)(C)C.Cl.[Cl:22][C:23]1[CH:24]=[N:25][CH:26]=[C:27]([Cl:29])[CH:28]=1.CN(C)[CH:32]=[O:33], predict the reaction product. The product is: [Cl:22][C:23]1[CH:24]=[N:25][CH:26]=[C:27]([Cl:29])[C:28]=1[CH:32]=[O:33]. (2) Given the reactants [NH:1]1[C:5]2=[N:6][CH:7]=[CH:8][CH:9]=[C:4]2[CH2:3][C:2]1=[O:10].[N:11]1[CH:16]=[CH:15][CH:14]=[CH:13][C:12]=1/[CH:17]=[CH:18]/[C:19]1[C:27]2[C:22](=[CH:23][C:24]([CH:28]=O)=[CH:25][CH:26]=2)[NH:21][N:20]=1, predict the reaction product. The product is: [N:11]1[CH:16]=[CH:15][CH:14]=[CH:13][C:12]=1/[CH:17]=[CH:18]/[C:19]1[C:27]2[C:22](=[CH:23][C:24](/[CH:28]=[C:3]3/[C:2](=[O:10])[NH:1][C:5]4[C:4]/3=[CH:9][CH:8]=[CH:7][N:6]=4)=[CH:25][CH:26]=2)[NH:21][N:20]=1. (3) The product is: [CH3:50][N:33]([CH3:32])[C:34]1([C:44]2[CH:45]=[CH:46][CH:47]=[CH:48][CH:49]=2)[CH2:39][CH2:38][C:37](=[CH:40][C:41]([N:11]2[CH2:15][CH2:14][CH:13]([C:16]3[C:24]4[C:19](=[CH:20][CH:21]=[CH:22][CH:23]=4)[NH:18][CH:17]=3)[CH2:12]2)=[O:42])[CH2:36][CH2:35]1. Given the reactants ON1C2C=CC=CC=2N=N1.[NH:11]1[CH2:15][CH2:14][CH:13]([C:16]2[C:24]3[C:19](=[CH:20][CH:21]=[CH:22][CH:23]=3)[NH:18][CH:17]=2)[CH2:12]1.CN1CCOCC1.[CH3:32][N:33]([CH3:50])[C:34]1([C:44]2[CH:49]=[CH:48][CH:47]=[CH:46][CH:45]=2)[CH2:39][CH2:38][C:37](=[CH:40][C:41](O)=[O:42])[CH2:36][CH2:35]1.C1(N=C=NC2CCCCC2)CCCCC1.C(NC1CCCCC1)(NC1CCCCC1)=O.[OH-].[Na+], predict the reaction product. (4) Given the reactants C[O:2][C:3](=[O:25])[CH2:4][C:5]1[C:9]2[C:10]([CH3:24])=[CH:11][C:12]([O:14][CH2:15][C:16]3[CH:21]=[CH:20][C:19]([Cl:22])=[CH:18][C:17]=3[Cl:23])=[CH:13][C:8]=2[S:7][CH:6]=1.[OH-].[Na+], predict the reaction product. The product is: [Cl:23][C:17]1[CH:18]=[C:19]([Cl:22])[CH:20]=[CH:21][C:16]=1[CH2:15][O:14][C:12]1[CH:11]=[C:10]([CH3:24])[C:9]2[C:5]([CH2:4][C:3]([OH:25])=[O:2])=[CH:6][S:7][C:8]=2[CH:13]=1. (5) The product is: [Cl:25][C:22]1[CH:21]=[CH:20][C:19]([CH2:18][N:14]2[C:15]3[C:16](=[O:17])[N:8]([CH2:7][C:6]([OH:40])=[O:5])[C:9](=[O:39])[N:10]([CH3:38])[C:11]=3[N:12]=[C:13]2[O:26][C:27]2[CH:32]=[CH:31][CH:30]=[C:29]([O:33][C:34]([F:37])([F:35])[F:36])[CH:28]=2)=[CH:24][CH:23]=1. Given the reactants C([O:5][C:6](=[O:40])[CH2:7][N:8]1[C:16](=[O:17])[C:15]2[N:14]([CH2:18][C:19]3[CH:24]=[CH:23][C:22]([Cl:25])=[CH:21][CH:20]=3)[C:13]([O:26][C:27]3[CH:32]=[CH:31][CH:30]=[C:29]([O:33][C:34]([F:37])([F:36])[F:35])[CH:28]=3)=[N:12][C:11]=2[N:10]([CH3:38])[C:9]1=[O:39])(C)(C)C.C(O)(C(F)(F)F)=O, predict the reaction product. (6) Given the reactants [NH2:1][C:2]1[C:7]([CH3:8])=[CH:6][C:5]([CH2:9][C@@H:10]([C:15]([O:17][CH2:18][C:19]2[CH:24]=[CH:23][CH:22]=[CH:21][CH:20]=2)=[O:16])[C:11]([O:13][CH3:14])=[O:12])=[CH:4][C:3]=1[CH3:25].C([O-])(=O)C.[K+].[N:31](OCCC(C)C)=O.C(=O)(O)[O-].[Na+].C(NCC)C.CCCCCCC, predict the reaction product. The product is: [CH2:18]([O:17][C:15]([C@H:10]([CH2:9][C:5]1[CH:6]=[C:7]2[C:2](=[C:3]([CH3:25])[CH:4]=1)[NH:1][N:31]=[CH:8]2)[C:11]([O:13][CH3:14])=[O:12])=[O:16])[C:19]1[CH:20]=[CH:21][CH:22]=[CH:23][CH:24]=1. (7) Given the reactants [N+:1]([C:4]1[CH:5]=[C:6]2[C:10](=[CH:11][CH:12]=1)[C:9](=[O:13])[NH:8][C:7]2=[O:14])([O-:3])=[O:2].[SH:15][CH2:16][CH2:17]O.CCOC(/N=N/C(O[CH2:29][CH3:30])=O)=O, predict the reaction product. The product is: [N+:1]([C:4]1[CH:5]=[C:6]2[C:10](=[CH:11][CH:12]=1)[C:9](=[O:13])[N:8]([CH2:17][CH2:16][S:15][C:30]1[CH:29]=[CH:11][CH:12]=[CH:4][CH:5]=1)[C:7]2=[O:14])([O-:3])=[O:2]. (8) Given the reactants [C:1]1([S:7]([C:10]2[CH:18]=[CH:17][CH:16]=[C:15]3[C:11]=2[CH2:12][CH2:13][C:14]3=[O:19])(=[O:9])=[O:8])[CH:6]=[CH:5][CH:4]=[CH:3][CH:2]=1.C(O)=O.C(N(CC)CC)C.O, predict the reaction product. The product is: [C:1]1([S:7]([C:10]2[CH:18]=[CH:17][CH:16]=[C:15]3[C:11]=2[CH2:12][CH2:13][C@@H:14]3[OH:19])(=[O:9])=[O:8])[CH:2]=[CH:3][CH:4]=[CH:5][CH:6]=1. (9) Given the reactants [Cl:1][C:2]1[CH:3]=[CH:4][C:5]([O:10][CH2:11][C:12]2[CH:17]=[CH:16][C:15]([F:18])=[CH:14][C:13]=2[F:19])=[C:6]([CH2:8]O)[CH:7]=1.P(Br)(Br)[Br:21].C(=O)([O-])O.[Na+], predict the reaction product. The product is: [Br:21][CH2:8][C:6]1[CH:7]=[C:2]([Cl:1])[CH:3]=[CH:4][C:5]=1[O:10][CH2:11][C:12]1[CH:17]=[CH:16][C:15]([F:18])=[CH:14][C:13]=1[F:19]. (10) Given the reactants C(C1CCC(C2C=C(NC(=O)C(OC)C3C=CC(C(OCC)=O)=C(OC)C=3)C=CC=2)CC1)(C)(C)C.[C:36]([CH:40]1[CH2:45][CH2:44][CH:43]([C:46]2[CH:47]=[C:48]([NH:52][C:53](=[O:68])[CH2:54][C:55]3[CH:60]=[CH:59][C:58]([O:61][CH2:62][C:63](O)=[O:64])=[C:57]([O:66][CH3:67])[CH:56]=3)[CH:49]=[CH:50][CH:51]=2)[CH2:42][CH2:41]1)([CH3:39])([CH3:38])[CH3:37].[BH4-].[Na+].[Cl-].[NH4+], predict the reaction product. The product is: [C:36]([CH:40]1[CH2:45][CH2:44][CH:43]([C:46]2[CH:47]=[C:48]([NH:52][C:53](=[O:68])[CH2:54][C:55]3[CH:60]=[CH:59][C:58]([O:61][CH2:62][CH2:63][OH:64])=[C:57]([O:66][CH3:67])[CH:56]=3)[CH:49]=[CH:50][CH:51]=2)[CH2:42][CH2:41]1)([CH3:39])([CH3:37])[CH3:38].